Predict the product of the given reaction. From a dataset of Forward reaction prediction with 1.9M reactions from USPTO patents (1976-2016). (1) Given the reactants C(O[C:6]([N:8](C)[CH2:9][CH2:10][CH2:11][C:12]([C:14]1[CH:55]=[CH:54][C:17]([CH2:18][N:19]([CH3:53])[CH2:20][CH2:21][CH2:22][CH2:23][CH2:24][C:25]([N:27]([CH3:52])[CH2:28][CH2:29][N:30]2[CH2:35][CH2:34][CH:33]([N:36]([C:40]3[CH:45]=[CH:44][CH:43]=[CH:42][C:41]=3[C:46]3[CH:51]=[CH:50][CH:49]=[CH:48][CH:47]=3)[C:37](=[O:39])[O-:38])[CH2:32][CH2:31]2)=[O:26])=[CH:16][CH:15]=1)=[O:13])=O)(C)(C)C.[ClH:57].O1CCOCC1.CO, predict the reaction product. The product is: [ClH:57].[ClH:57].[ClH:57].[CH3:52][N:27]([C:25](=[O:26])[CH2:24][CH2:23][CH2:22][CH2:21][CH2:20][N:19]([CH3:53])[CH2:18][C:17]1[CH:54]=[CH:55][C:14]([C:12](=[O:13])[CH2:11][CH2:10][CH2:9][NH:8][CH3:6])=[CH:15][CH:16]=1)[CH2:28][CH2:29][N:30]1[CH2:31][CH2:32][CH:33]([N:36]([C:40]2[CH:45]=[CH:44][CH:43]=[CH:42][C:41]=2[C:46]2[CH:51]=[CH:50][CH:49]=[CH:48][CH:47]=2)[C:37](=[O:38])[OH:39])[CH2:34][CH2:35]1. (2) Given the reactants [CH3:1][O:2][CH:3]([CH3:7])[C:4]([OH:6])=O.CCN(C(C)C)C(C)C.CN(C(ON1N=NC2C=CC=NC1=2)=[N+](C)C)C.F[P-](F)(F)(F)(F)F.OC(C(F)(F)F)=O.[F:48][C:49]1[CH:75]=[C:74]([F:76])[CH:73]=[CH:72][C:50]=1[O:51][CH:52]1[CH2:57][CH2:56][N:55]([C:58]2[N:59]=[C:60]3[CH2:71][CH2:70][NH:69][CH2:68][C:61]3=[N:62][C:63]=2[NH:64][CH:65]([CH3:67])[CH3:66])[CH2:54][CH2:53]1, predict the reaction product. The product is: [F:48][C:49]1[CH:75]=[C:74]([F:76])[CH:73]=[CH:72][C:50]=1[O:51][CH:52]1[CH2:53][CH2:54][N:55]([C:58]2[N:59]=[C:60]3[CH2:71][CH2:70][N:69]([C:4](=[O:6])[CH:3]([O:2][CH3:1])[CH3:7])[CH2:68][C:61]3=[N:62][C:63]=2[NH:64][CH:65]([CH3:67])[CH3:66])[CH2:56][CH2:57]1. (3) Given the reactants FC(F)(F)S(O[C:7]1[C:11]2[C:12]([O:16][CH3:17])=[N:13][CH:14]=[CH:15][C:10]=2[N:9]([C:18]([CH3:21])([CH3:20])[CH3:19])[N:8]=1)(=O)=O.CC1(C)C(C)(C)OB([C:32]2[CH:33]=[C:34]([C:37]([O:39][CH3:40])=[O:38])[S:35][CH:36]=2)O1.C(=O)([O-])[O-].[Na+].[Na+].O, predict the reaction product. The product is: [C:18]([N:9]1[C:10]2[CH:15]=[CH:14][N:13]=[C:12]([O:16][CH3:17])[C:11]=2[C:7]([C:32]2[CH:33]=[C:34]([C:37]([O:39][CH3:40])=[O:38])[S:35][CH:36]=2)=[N:8]1)([CH3:19])([CH3:20])[CH3:21]. (4) Given the reactants Br[C:2]1[CH:3]=[CH:4][CH:5]=[C:6]2[C:11]=1[N:10]=[CH:9][C:8]([C:12]([O:14][CH2:15][CH3:16])=[O:13])=[CH:7]2.[CH3:17][O:18][C:19]1[CH:24]=[CH:23][CH:22]=[CH:21][C:20]=1B(O)O.C([O-])([O-])=O.[K+].[K+], predict the reaction product. The product is: [CH3:17][O:18][C:19]1[CH:24]=[CH:23][CH:22]=[CH:21][C:20]=1[C:2]1[CH:3]=[CH:4][CH:5]=[C:6]2[C:11]=1[N:10]=[CH:9][C:8]([C:12]([O:14][CH2:15][CH3:16])=[O:13])=[CH:7]2.